This data is from Full USPTO retrosynthesis dataset with 1.9M reactions from patents (1976-2016). The task is: Predict the reactants needed to synthesize the given product. (1) Given the product [Cl:27][C:18]1[CH:19]=[C:20]([CH:21]2[CH2:26][CH2:25][CH2:24][CH2:23][CH2:22]2)[C:14]2[O:13][CH:12]([CH2:11][NH:10][CH3:9])[CH2:16][C:15]=2[CH:17]=1, predict the reactants needed to synthesize it. The reactants are: [H-].[Al+3].[Li+].[H-].[H-].[H-].CO[C:9](=O)[NH:10][CH2:11][CH:12]1[CH2:16][C:15]2[CH:17]=[C:18]([Cl:27])[CH:19]=[C:20]([CH:21]3[CH2:26][CH2:25][CH2:24][CH2:23][CH2:22]3)[C:14]=2[O:13]1.Cl. (2) Given the product [Br:1][C:2]1[N:7]=[CH:6][C:5]2[C:8]([I:13])=[N:9][NH:10][C:4]=2[CH:3]=1, predict the reactants needed to synthesize it. The reactants are: [Br:1][C:2]1[N:7]=[CH:6][C:5]2[CH:8]=[N:9][NH:10][C:4]=2[CH:3]=1.[OH-].[K+].[I:13]I.